This data is from Full USPTO retrosynthesis dataset with 1.9M reactions from patents (1976-2016). The task is: Predict the reactants needed to synthesize the given product. (1) Given the product [CH2:43]([O:45][C:46]([C:48]1[NH:49][C:50]2[C:55]([C:56]=1[I:72])=[CH:54][C:53]([C:63]1[CH:64]=[CH:65][C:60]([C:59]([F:70])([F:69])[F:58])=[CH:61][CH:62]=1)=[CH:52][CH:51]=2)=[O:47])[CH3:44], predict the reactants needed to synthesize it. The reactants are: C(C1C=CC(C2C=C3C(=CC=2)N(C2C=CC(C(F)(F)F)=CN=2)C(C(O)=O)=C3C2C=CC(OC(C)C)=CC=2)=CC=1)(C)(C)C.[CH2:43]([O:45][C:46]([C:48]1[NH:49][C:50]2[C:55]([CH:56]=1)=[CH:54][C:53](Br)=[CH:52][CH:51]=2)=[O:47])[CH3:44].[F:58][C:59]([F:70])([F:69])[C:60]1[CH:65]=[CH:64][C:63](B(O)O)=[CH:62][CH:61]=1.[Na+].[I-:72].ClN1C(=O)CCC1=O. (2) Given the product [F:9][C:8]([F:11])([F:10])[C:5]1[N:6]=[CH:7][C:2]([CH2:26][NH:27][C:28](=[O:34])[O:29][C:30]([CH3:33])([CH3:32])[CH3:31])=[CH:3][C:4]=1[C:12]1[CH:13]=[N:14][C:15]([C:18]([F:21])([F:20])[F:19])=[N:16][CH:17]=1, predict the reactants needed to synthesize it. The reactants are: Cl[C:2]1[CH:3]=[C:4]([C:12]2[CH:13]=[N:14][C:15]([C:18]([F:21])([F:20])[F:19])=[N:16][CH:17]=2)[C:5]([C:8]([F:11])([F:10])[F:9])=[N:6][CH:7]=1.FB([CH2:26][NH:27][C:28](=[O:34])[O:29][C:30]([CH3:33])([CH3:32])[CH3:31])(F)F.[K].COC1C=CC=C(OC)C=1C1C=CC=CC=1P(C1CCCCC1)C1CCCCC1.C(=O)([O-])[O-].[Na+].[Na+]. (3) Given the product [Cl:1][C:2]1[CH:3]=[CH:4][C:5]([C:25]#[N:26])=[C:6]([C:8]2[C:13]([O:14][CH3:15])=[CH:12][N:11]([CH:16]([CH2:33][CH:34]3[CH2:39][CH2:38][S:37](=[O:41])(=[O:40])[CH2:36][CH2:35]3)[C:17]([O:19][C:20]([CH3:21])([CH3:22])[CH3:23])=[O:18])[C:10](=[O:24])[CH:9]=2)[CH:7]=1, predict the reactants needed to synthesize it. The reactants are: [Cl:1][C:2]1[CH:3]=[CH:4][C:5]([C:25]#[N:26])=[C:6]([C:8]2[C:13]([O:14][CH3:15])=[CH:12][N:11]([CH2:16][C:17]([O:19][C:20]([CH3:23])([CH3:22])[CH3:21])=[O:18])[C:10](=[O:24])[CH:9]=2)[CH:7]=1.FC(F)(F)S(O[CH2:33][CH:34]1[CH2:39][CH2:38][S:37](=[O:41])(=[O:40])[CH2:36][CH2:35]1)(=O)=O.